Dataset: NCI-60 drug combinations with 297,098 pairs across 59 cell lines. Task: Regression. Given two drug SMILES strings and cell line genomic features, predict the synergy score measuring deviation from expected non-interaction effect. (1) Drug 1: C1=NC2=C(N=C(N=C2N1C3C(C(C(O3)CO)O)O)F)N. Drug 2: CC1C(C(CC(O1)OC2CC(CC3=C2C(=C4C(=C3O)C(=O)C5=C(C4=O)C(=CC=C5)OC)O)(C(=O)CO)O)N)O.Cl. Cell line: CAKI-1. Synergy scores: CSS=46.0, Synergy_ZIP=-4.04, Synergy_Bliss=-2.04, Synergy_Loewe=-7.01, Synergy_HSA=-0.839. (2) Drug 1: C1CCC(CC1)NC(=O)N(CCCl)N=O. Drug 2: C1=C(C(=O)NC(=O)N1)F. Cell line: OVCAR-8. Synergy scores: CSS=51.7, Synergy_ZIP=4.30, Synergy_Bliss=6.12, Synergy_Loewe=6.58, Synergy_HSA=9.26. (3) Drug 1: CC1CCC2CC(C(=CC=CC=CC(CC(C(=O)C(C(C(=CC(C(=O)CC(OC(=O)C3CCCCN3C(=O)C(=O)C1(O2)O)C(C)CC4CCC(C(C4)OC)O)C)C)O)OC)C)C)C)OC. Drug 2: CC(C)CN1C=NC2=C1C3=CC=CC=C3N=C2N. Cell line: RPMI-8226. Synergy scores: CSS=40.4, Synergy_ZIP=-0.792, Synergy_Bliss=-3.26, Synergy_Loewe=-12.3, Synergy_HSA=-2.61. (4) Drug 1: C1CCN(CC1)CCOC2=CC=C(C=C2)C(=O)C3=C(SC4=C3C=CC(=C4)O)C5=CC=C(C=C5)O. Drug 2: CN(CCCl)CCCl.Cl. Cell line: M14. Synergy scores: CSS=-6.93, Synergy_ZIP=3.51, Synergy_Bliss=2.53, Synergy_Loewe=-2.66, Synergy_HSA=-1.98. (5) Drug 1: C1=C(C(=O)NC(=O)N1)N(CCCl)CCCl. Drug 2: C1C(C(OC1N2C=NC3=C2NC=NCC3O)CO)O. Cell line: SK-MEL-5. Synergy scores: CSS=8.40, Synergy_ZIP=-7.66, Synergy_Bliss=-7.26, Synergy_Loewe=-20.2, Synergy_HSA=-9.68.